This data is from Forward reaction prediction with 1.9M reactions from USPTO patents (1976-2016). The task is: Predict the product of the given reaction. (1) Given the reactants C([O:3][C:4](=[O:29])[CH2:5][S:6][CH2:7][C:8]1[N:9]=[C:10]([NH:13][C:14]([N:16]([CH:23]2[CH2:28][CH2:27][CH2:26][CH2:25][CH2:24]2)[CH:17]2[CH2:22][CH2:21][CH2:20][CH2:19][CH2:18]2)=[O:15])[S:11][CH:12]=1)C.C1(NC2CCCCC2)CCCCC1.C(OC(=O)CSCC1N=C(N)SC=1)C, predict the reaction product. The product is: [CH:23]1([N:16]([CH:17]2[CH2:22][CH2:21][CH2:20][CH2:19][CH2:18]2)[C:14](=[O:15])[NH:13][C:10]2[S:11][CH:12]=[C:8]([CH2:7][S:6][CH2:5][C:4]([OH:29])=[O:3])[N:9]=2)[CH2:24][CH2:25][CH2:26][CH2:27][CH2:28]1. (2) Given the reactants Br[C:2]1[CH:3]=[C:4]2[C:9](=[N:10][CH:11]=1)[NH:8][C:7](=[O:12])[CH2:6][CH2:5]2.[CH3:13][N:14]([CH3:33])[CH2:15][CH2:16][N:17]1[C:25]2[C:20](=[CH:21][CH:22]=[CH:23][CH:24]=2)[C:19]([CH2:26][N:27]([CH3:32])[C:28](=[O:31])[CH:29]=[CH2:30])=[CH:18]1.C1(C)C=CC=CC=1P(C1C=CC=CC=1C)C1C=CC=CC=1C.C(N(C(C)C)CC)(C)C, predict the reaction product. The product is: [CH3:33][N:14]([CH3:13])[CH2:15][CH2:16][N:17]1[C:25]2[C:20](=[CH:21][CH:22]=[CH:23][CH:24]=2)[C:19]([CH2:26][N:27]([CH3:32])[C:28](=[O:31])/[CH:29]=[CH:30]/[C:2]2[CH:11]=[N:10][C:9]3[NH:8][C:7](=[O:12])[CH2:6][CH2:5][C:4]=3[CH:3]=2)=[CH:18]1. (3) Given the reactants [C:1]([C:3]1[CH:8]=[CH:7][C:6]([CH2:9][CH2:10][C:11]([O:13][CH3:14])=[O:12])=[C:5]([F:15])[CH:4]=1)#[CH:2].Br[C:17]1[CH:22]=[C:21]([F:23])[CH:20]=[CH:19][C:18]=1[CH:24]([F:26])[F:25], predict the reaction product. The product is: [F:25][CH:24]([F:26])[C:18]1[CH:17]=[CH:22][C:21]([F:23])=[CH:20][C:19]=1[C:2]#[C:1][C:3]1[CH:8]=[CH:7][C:6]([CH2:9][CH2:10][C:11]([O:13][CH3:14])=[O:12])=[C:5]([F:15])[CH:4]=1. (4) Given the reactants [CH3:1][C@@:2]1([CH2:13][N:14]2[CH2:19][CH2:18][N:17]([C:20](OC(C)(C)C)=O)[CH2:16][CH2:15]2)[O:6][C:5]2=[N:7][C:8]([N+:10]([O-:12])=[O:11])=[CH:9][N:4]2[CH2:3]1.FC(F)(F)C(O)=O.[F:34][C:35]([F:51])([F:50])[C:36]1[CH:41]=[CH:40][C:39]([C:42]2[CH:47]=[CH:46][C:45](C=O)=[CH:44][CH:43]=2)=[CH:38][CH:37]=1.[B-]C#N.[Na+].C(O)(=O)C, predict the reaction product. The product is: [CH3:1][C@@:2]1([CH2:13][N:14]2[CH2:19][CH2:18][N:17]([CH2:20][C:45]3[CH:44]=[CH:43][C:42]([C:39]4[CH:40]=[CH:41][C:36]([C:35]([F:34])([F:50])[F:51])=[CH:37][CH:38]=4)=[CH:47][CH:46]=3)[CH2:16][CH2:15]2)[O:6][C:5]2=[N:7][C:8]([N+:10]([O-:12])=[O:11])=[CH:9][N:4]2[CH2:3]1. (5) The product is: [C:7]([N:5]1[CH:6]=[C:2]([C:34]2([OH:35])[C:33]3[C:28](=[CH:29][CH:30]=[CH:31][CH:32]=3)[CH2:27][CH2:26][CH2:36]2)[N:3]=[CH:4]1)([C:20]1[CH:25]=[CH:24][CH:23]=[CH:22][CH:21]=1)([C:14]1[CH:19]=[CH:18][CH:17]=[CH:16][CH:15]=1)[C:8]1[CH:13]=[CH:12][CH:11]=[CH:10][CH:9]=1. Given the reactants I[C:2]1[N:3]=[CH:4][N:5]([C:7]([C:20]2[CH:25]=[CH:24][CH:23]=[CH:22][CH:21]=2)([C:14]2[CH:19]=[CH:18][CH:17]=[CH:16][CH:15]=2)[C:8]2[CH:13]=[CH:12][CH:11]=[CH:10][CH:9]=2)[CH:6]=1.[CH2:26]1[CH2:36][C:34](=[O:35])[C:33]2[C:28](=[CH:29][CH:30]=[CH:31][CH:32]=2)[CH2:27]1, predict the reaction product. (6) The product is: [F:13][C:11]([C:9]1[CH:8]=[CH:7][N:6]2[C:2]([C:19]3[CH:20]=[CH:21][C:16]([F:15])=[C:17]([C:31]4[CH:32]=[N:33][CH:34]=[CH:35][CH:36]=4)[CH:18]=3)=[CH:3][N:4]=[C:5]2[N:10]=1)([F:14])[CH3:12]. Given the reactants Br[C:2]1[N:6]2[CH:7]=[CH:8][C:9]([C:11]([F:14])([F:13])[CH3:12])=[N:10][C:5]2=[N:4][CH:3]=1.[F:15][C:16]1[CH:21]=[CH:20][C:19](B2OC(C)(C)C(C)(C)O2)=[CH:18][C:17]=1[C:31]1[CH:32]=[N:33][CH:34]=[CH:35][CH:36]=1, predict the reaction product. (7) Given the reactants Cl[CH2:2][C:3]1[CH:8]=[CH:7][CH:6]=[C:5]([N+:9]([O-:11])=[O:10])[CH:4]=1.[F:12][C:13]1[C:18]([F:19])=[CH:17][CH:16]=[CH:15][C:14]=1[C:20]1[N:28]=[C:23]2[CH:24]=[N:25][NH:26][CH:27]=[C:22]2[N:21]=1, predict the reaction product. The product is: [F:12][C:13]1[C:18]([F:19])=[CH:17][CH:16]=[CH:15][C:14]=1[C:20]1[N:28]=[C:23]2[CH:24]=[N:25][N:26]([CH2:2][C:3]3[CH:8]=[CH:7][CH:6]=[C:5]([N+:9]([O-:11])=[O:10])[CH:4]=3)[CH:27]=[C:22]2[N:21]=1.